From a dataset of Catalyst prediction with 721,799 reactions and 888 catalyst types from USPTO. Predict which catalyst facilitates the given reaction. (1) Reactant: O=[C:2]([N:11]1[CH2:15][CH2:14][CH2:13][CH2:12]1)[CH2:3][C:4]1[CH:5]=[C:6]([CH:8]=[CH:9][CH:10]=1)[NH2:7].[H-].[Al+3].[Li+].[H-].[H-].[H-].O.[OH-].[Na+]. Product: [N:11]1([CH2:2][CH2:3][C:4]2[CH:5]=[C:6]([CH:8]=[CH:9][CH:10]=2)[NH2:7])[CH2:15][CH2:14][CH2:13][CH2:12]1. The catalyst class is: 7. (2) Reactant: Br[C:2]1[CH:7]=[CH:6][C:5]([S:8][CH2:9][CH3:10])=[CH:4][CH:3]=1.[Mg:11].[Br:12]CCBr. The catalyst class is: 1. Product: [CH2:9]([S:8][C:5]1[CH:6]=[CH:7][C:2]([Mg:11][Br:12])=[CH:3][CH:4]=1)[CH3:10]. (3) Reactant: [Cl:1][C:2]1[C:7]([N:8]([CH3:10])[CH3:9])=[CH:6][C:5]([S:11][C:12]2[CH:22]=[CH:21][CH:20]=[CH:19][C:13]=2[C:14]([N:16]([CH3:18])[CH3:17])=[O:15])=[C:4]([N+:23]([O-:25])=[O:24])[CH:3]=1.[F:26][C:27]([F:34])([F:33])[S:28]([O:31]C)(=[O:30])=[O:29].[CH2:35](OCC)C. Product: [F:26][C:27]([F:34])([F:33])[S:28]([O-:31])(=[O:30])=[O:29].[Cl:1][C:2]1[CH:3]=[C:4]([N+:23]([O-:25])=[O:24])[C:5]([S:11][C:12]2[CH:22]=[CH:21][CH:20]=[CH:19][C:13]=2[C:14]([N:16]([CH3:18])[CH3:17])=[O:15])=[CH:6][C:7]=1[N+:8]([CH3:35])([CH3:10])[CH3:9]. The catalyst class is: 2.